This data is from Forward reaction prediction with 1.9M reactions from USPTO patents (1976-2016). The task is: Predict the product of the given reaction. Given the reactants [CH3:1][C:2]([CH3:6])([CH3:5])[CH:3]=O.[CH3:7][O:8][C:9](=[O:13])[CH2:10][CH2:11][NH2:12].[BH3-]C#N.[Na+], predict the reaction product. The product is: [CH3:7][O:8][C:9](=[O:13])[CH2:10][CH2:11][NH:12][CH2:3][C:2]([CH3:6])([CH3:5])[CH3:1].